This data is from Acute oral toxicity (LD50) regression data from Zhu et al.. The task is: Regression/Classification. Given a drug SMILES string, predict its toxicity properties. Task type varies by dataset: regression for continuous values (e.g., LD50, hERG inhibition percentage) or binary classification for toxic/non-toxic outcomes (e.g., AMES mutagenicity, cardiotoxicity, hepatotoxicity). Dataset: ld50_zhu. (1) The compound is O=C(O)CCCCCCCCCl. The rat oral LD50 is 1.81, given as -log10 of the dose in mol/kg body weight (higher means more acutely toxic). (2) The compound is CC(C)C(NC(=O)COc1ccc(Cl)cc1Cl)C(=O)O. The rat oral LD50 is 2.63, given as -log10 of the dose in mol/kg body weight (higher means more acutely toxic). (3) The molecule is CN(C)N=Nc1ccc([N+](=O)[O-])cc1. The rat oral LD50 is 2.07, given as -log10 of the dose in mol/kg body weight (higher means more acutely toxic).